From a dataset of Full USPTO retrosynthesis dataset with 1.9M reactions from patents (1976-2016). Predict the reactants needed to synthesize the given product. (1) Given the product [F:1][C:2]1[CH:7]=[CH:6][C:5]([N:8]2[CH:11]([C:12]3[CH:17]=[CH:16][C:15]([O:18][CH2:19][CH2:20][CH2:21][CH2:22][CH2:23][CH2:24][CH2:25][CH2:26][N:41]([CH3:40])[CH2:42][CH:43]([OH:52])[CH:44]([OH:51])[CH:45]([OH:50])[CH:46]([OH:49])[CH2:47][OH:48])=[CH:14][CH:13]=3)[CH:10]([CH2:28][CH2:29][CH:30]([C:32]3[CH:37]=[CH:36][C:35]([F:38])=[CH:34][CH:33]=3)[OH:31])[C:9]2=[O:39])=[CH:4][CH:3]=1, predict the reactants needed to synthesize it. The reactants are: [F:1][C:2]1[CH:7]=[CH:6][C:5]([N:8]2[CH:11]([C:12]3[CH:17]=[CH:16][C:15]([O:18][CH2:19][CH2:20][CH2:21][CH2:22][CH2:23][CH2:24][CH2:25][CH2:26]I)=[CH:14][CH:13]=3)[CH:10]([CH2:28][CH2:29][CH:30]([C:32]3[CH:37]=[CH:36][C:35]([F:38])=[CH:34][CH:33]=3)[OH:31])[C:9]2=[O:39])=[CH:4][CH:3]=1.[CH3:40][NH:41][CH2:42][CH:43]([OH:52])[CH:44]([OH:51])[CH:45]([OH:50])[CH:46]([OH:49])[CH2:47][OH:48]. (2) Given the product [CH3:1][O:2][C:3]1[CH:11]=[C:7]2[C:6]([C:12]([C:13]3[CH:18]=[CH:17][C:16]([O:19][CH3:20])=[CH:15][CH:14]=3)=[N:23][NH:24][C:8]2=[O:9])=[CH:5][CH:4]=1, predict the reactants needed to synthesize it. The reactants are: [CH3:1][O:2][C:3]1[CH:4]=[CH:5][C:6]([C:12](=O)[C:13]2[CH:18]=[CH:17][C:16]([O:19][CH3:20])=[CH:15][CH:14]=2)=[C:7]([CH:11]=1)[C:8](O)=[O:9].O.[NH2:23][NH2:24]. (3) Given the product [CH3:1][O:2][CH2:3][C:4]([N:7]1[CH:11]=[C:10]([NH:12][C:13](=[O:19])[CH:14]([NH:18][C:29](=[O:30])[CH2:28][C:23]2[CH:22]=[C:21]([F:20])[CH:26]=[C:25]([F:27])[CH:24]=2)[CH2:15][CH2:16][CH3:17])[N:9]=[CH:8]1)([CH3:5])[CH3:6], predict the reactants needed to synthesize it. The reactants are: [CH3:1][O:2][CH2:3][C:4]([N:7]1[CH:11]=[C:10]([NH:12][C:13](=[O:19])[CH:14]([NH2:18])[CH2:15][CH2:16][CH3:17])[N:9]=[CH:8]1)([CH3:6])[CH3:5].[F:20][C:21]1[CH:22]=[C:23]([CH2:28][C:29](O)=[O:30])[CH:24]=[C:25]([F:27])[CH:26]=1. (4) Given the product [C:9]1([C:6]2[N:5]=[CH:4][C:3]([CH2:2][C:17]3[CH:16]=[N:15][CH:20]=[CH:19][CH:18]=3)=[CH:8][N:7]=2)[CH:14]=[CH:13][CH:12]=[CH:11][CH:10]=1, predict the reactants needed to synthesize it. The reactants are: Br[CH2:2][C:3]1[CH:4]=[N:5][C:6]([C:9]2[CH:14]=[CH:13][CH:12]=[CH:11][CH:10]=2)=[N:7][CH:8]=1.[N:15]1[CH:20]=[CH:19][CH:18]=[C:17](B(O)O)[CH:16]=1. (5) Given the product [ClH:1].[NH2:18][N:4]1[CH2:5][CH2:6][CH2:7][CH:8]([C:9]2[CH:10]=[C:11]([F:17])[C:12]([F:16])=[C:13]([F:15])[CH:14]=2)[C:3]1=[O:2], predict the reactants needed to synthesize it. The reactants are: [ClH:1].[O:2]=[C:3]1[CH:8]([C:9]2[CH:14]=[C:13]([F:15])[C:12]([F:16])=[C:11]([F:17])[CH:10]=2)[CH2:7][CH2:6][CH2:5][N:4]1[NH:18]C(=O)OC(C)(C)C. (6) Given the product [Cl:16][CH2:15][C@H:17]([OH:19])[CH2:18][C:2]1[CH:7]=[CH:6][CH:5]=[C:4]([O:8][CH2:9][CH:10]([CH2:13][CH3:14])[CH2:11][CH3:12])[CH:3]=1, predict the reactants needed to synthesize it. The reactants are: Br[C:2]1[CH:7]=[CH:6][CH:5]=[C:4]([O:8][CH2:9][CH:10]([CH2:13][CH3:14])[CH2:11][CH3:12])[CH:3]=1.[CH2:15]([C@H:17]1[O:19][CH2:18]1)[Cl:16].